From a dataset of NCI-60 drug combinations with 297,098 pairs across 59 cell lines. Regression. Given two drug SMILES strings and cell line genomic features, predict the synergy score measuring deviation from expected non-interaction effect. (1) Drug 1: CC1CCC2CC(C(=CC=CC=CC(CC(C(=O)C(C(C(=CC(C(=O)CC(OC(=O)C3CCCCN3C(=O)C(=O)C1(O2)O)C(C)CC4CCC(C(C4)OC)O)C)C)O)OC)C)C)C)OC. Drug 2: CC1C(C(CC(O1)OC2CC(CC3=C2C(=C4C(=C3O)C(=O)C5=C(C4=O)C(=CC=C5)OC)O)(C(=O)CO)O)N)O.Cl. Cell line: MDA-MB-435. Synergy scores: CSS=34.6, Synergy_ZIP=2.59, Synergy_Bliss=6.20, Synergy_Loewe=5.53, Synergy_HSA=7.43. (2) Drug 1: CC(C)(C#N)C1=CC(=CC(=C1)CN2C=NC=N2)C(C)(C)C#N. Drug 2: C(CCl)NC(=O)N(CCCl)N=O. Cell line: MOLT-4. Synergy scores: CSS=15.1, Synergy_ZIP=-5.06, Synergy_Bliss=0.909, Synergy_Loewe=5.68, Synergy_HSA=2.23. (3) Drug 1: CC1=CC=C(C=C1)C2=CC(=NN2C3=CC=C(C=C3)S(=O)(=O)N)C(F)(F)F. Drug 2: CC1=C(C=C(C=C1)C(=O)NC2=CC(=CC(=C2)C(F)(F)F)N3C=C(N=C3)C)NC4=NC=CC(=N4)C5=CN=CC=C5. Cell line: NCI-H460. Synergy scores: CSS=-0.0860, Synergy_ZIP=1.57, Synergy_Bliss=3.07, Synergy_Loewe=0.249, Synergy_HSA=0.0533.